From a dataset of Full USPTO retrosynthesis dataset with 1.9M reactions from patents (1976-2016). Predict the reactants needed to synthesize the given product. (1) Given the product [OH:2][CH2:3][C:5]1[N:10]=[C:9]([S:11][C:12]2[CH:13]=[CH:14][C:15]([NH:18][C:19](=[O:22])[CH2:20][CH3:21])=[CH:16][CH:17]=2)[N:8]=[C:7]([NH:23][C:24]2[NH:25][N:26]=[C:27]([CH3:29])[CH:28]=2)[CH:6]=1, predict the reactants needed to synthesize it. The reactants are: C[O:2][C:3]([C:5]1[N:10]=[C:9]([S:11][C:12]2[CH:17]=[CH:16][C:15]([NH:18][C:19](=[O:22])[CH2:20][CH3:21])=[CH:14][CH:13]=2)[N:8]=[C:7]([NH:23][C:24]2[NH:25][N:26]=[C:27]([CH3:29])[CH:28]=2)[CH:6]=1)=O.[BH4-].[Li+]. (2) The reactants are: [ClH:1].[C:2]1([C:7]2[N:12]=[C:11]3[CH2:13][CH2:14][CH2:15][C:10]3=[C:9]([NH:16][C:17]3[CH:22]=[CH:21][C:20]([CH2:23][C:24]([NH2:26])=[O:25])=[CH:19][CH:18]=3)[CH:8]=2)[CH2:6][CH2:5][CH2:4][CH:3]=1. Given the product [ClH:1].[CH:2]1([C:7]2[N:12]=[C:11]3[CH2:13][CH2:14][CH2:15][C:10]3=[C:9]([NH:16][C:17]3[CH:22]=[CH:21][C:20]([CH2:23][C:24]([NH2:26])=[O:25])=[CH:19][CH:18]=3)[CH:8]=2)[CH2:3][CH2:4][CH2:5][CH2:6]1, predict the reactants needed to synthesize it.